Dataset: Forward reaction prediction with 1.9M reactions from USPTO patents (1976-2016). Task: Predict the product of the given reaction. (1) Given the reactants [NH:1]1[C:6](=[O:7])[CH2:5][NH:4][C:3]2[N:8]=[CH:9][CH:10]=[CH:11][C:2]1=2.CN(C)C=O.C[Si](C)(C)[N-][Si](C)(C)C.[K+].Cl[CH2:28][O:29][CH2:30][CH2:31][Si:32]([CH3:35])([CH3:34])[CH3:33], predict the reaction product. The product is: [CH3:33][Si:32]([CH3:35])([CH3:34])[CH2:31][CH2:30][O:29][CH2:28][N:1]1[C:6](=[O:7])[CH2:5][NH:4][C:3]2[N:8]=[CH:9][CH:10]=[CH:11][C:2]1=2. (2) Given the reactants COC1C=CC(C[N:8](CC2C=CC(OC)=CC=2)[C:9]2[N:14]=C(C)[N:12]=[C:11]([C:16]3[C:17]([NH:24][C:25]4[CH:26]=[N:27][C:28]([O:32][CH3:33])=[C:29]([F:31])[CH:30]=4)=[N:18][CH:19]=[C:20]([CH:23]=3)[C:21]#[N:22])[N:10]=2)=CC=1.[CH2:45]([Mg]Br)[CH3:46].B(F)(F)F.[CH3:53][CH2:54]OCC.[C:58](O)([C:60](F)(F)F)=O.OS(C(F)(F)F)(=O)=O.[OH-].[Na+], predict the reaction product. The product is: [NH2:22][C:21]([C:20]1[CH:23]=[C:16]([C:11]2[N:12]=[C:45]([CH3:46])[N:14]=[C:9]([NH2:8])[N:10]=2)[C:17]([NH:24][C:25]2[CH:26]=[N:27][C:28]([O:32][CH3:33])=[C:29]([F:31])[CH:30]=2)=[N:18][CH:19]=1)([CH2:58][CH3:60])[CH2:53][CH3:54]. (3) Given the reactants [Br:1][C:2]1[C:3]([CH3:8])=[N:4][NH:5][C:6]=1[CH3:7].C([O-])([O-])=O.[K+].[K+].[C@@H]1(N)CCCC[C@H]1N.I[C:24]1[CH:29]=[CH:28][CH:27]=[C:26]([O:30][CH3:31])[CH:25]=1, predict the reaction product. The product is: [Br:1][C:2]1[C:3]([CH3:8])=[N:4][N:5]([C:24]2[CH:29]=[CH:28][CH:27]=[C:26]([O:30][CH3:31])[CH:25]=2)[C:6]=1[CH3:7]. (4) Given the reactants C(C1C=CC=CC=1N[C@@H](CC1C=CC(C2C=CC=C(N(C)C(NCCCCCCC)=O)C=2)=CC=1)C(O)=O)(=O)C1C=CC=CC=1.[C:45]([CH2:53][NH:54][CH2:55][C:56]1[CH:57]=[C:58]([C:62]2[CH:67]=[CH:66][C:65]([CH2:68][C@H:69]([NH:75][C:76]3[CH:86]=[CH:85][CH:84]=[CH:83][C:77]=3[C:78]([O:80]CC)=[O:79])[C:70]([O:72]CC)=[O:71])=[CH:64][CH:63]=2)[CH:59]=[CH:60][CH:61]=1)(=[O:52])[C:46]1[CH:51]=[CH:50][CH:49]=[CH:48][CH:47]=1.[OH-].[Li+].C(N(CC1C=C(C2C=CC(C[C@H](NC3C=CC=CC=3C(O)=O)C(O)=O)=CC=2)C=CC=1)C)(=O)C1C=CC=CC=1, predict the reaction product. The product is: [C:45]([CH2:53][NH:54][CH2:55][C:56]1[CH:57]=[C:58]([C:62]2[CH:67]=[CH:66][C:65]([CH2:68][C@H:69]([NH:75][C:76]3[CH:86]=[CH:85][CH:84]=[CH:83][C:77]=3[C:78]([OH:80])=[O:79])[C:70]([OH:72])=[O:71])=[CH:64][CH:63]=2)[CH:59]=[CH:60][CH:61]=1)(=[O:52])[C:46]1[CH:51]=[CH:50][CH:49]=[CH:48][CH:47]=1.